This data is from Full USPTO retrosynthesis dataset with 1.9M reactions from patents (1976-2016). The task is: Predict the reactants needed to synthesize the given product. (1) Given the product [F:1][C:2]1[CH:3]=[C:4]2[C:5]([CH:11]=[CH:10][C:9](=[O:18])[NH:8]2)=[CH:6][CH:7]=1, predict the reactants needed to synthesize it. The reactants are: [F:1][C:2]1[CH:3]=[C:4]([NH:8][C:9](=[O:18])[CH:10]=[CH:11]C2C=CC=CC=2)[CH:5]=[CH:6][CH:7]=1.[Cl-].[Cl-].[Cl-].[Al+3].FC1C(F)=C2C(C=CC(=O)N2)=CC=1. (2) The reactants are: [Cl:1][C:2]1[C:3]([F:31])=[C:4]([CH:8]2[C:12]([C:15]3[CH:20]=[CH:19][C:18]([Cl:21])=[CH:17][C:16]=3[F:22])([C:13]#[N:14])[CH:11]([CH2:23][C:24]([CH3:27])([CH3:26])[CH3:25])[NH:10][CH:9]2[C:28]([OH:30])=O)[CH:5]=[CH:6][CH:7]=1.[C:32]([O:36][C:37]([N:39]1[CH2:44][CH2:43][C:42]([CH2:46][N:47]2[CH:51]=[CH:50][C:49]([NH2:52])=[N:48]2)([OH:45])[CH2:41][CH2:40]1)=[O:38])([CH3:35])([CH3:34])[CH3:33].CCN(C(C)C)C(C)C. Given the product [C:32]([O:36][C:37]([N:39]1[CH2:40][CH2:41][C:42]([CH2:46][N:47]2[CH:51]=[CH:50][C:49]([NH:52][C:28]([C@H:9]3[C@H:8]([C:4]4[CH:5]=[CH:6][CH:7]=[C:2]([Cl:1])[C:3]=4[F:31])[C@:12]([C:15]4[CH:20]=[CH:19][C:18]([Cl:21])=[CH:17][C:16]=4[F:22])([C:13]#[N:14])[C@H:11]([CH2:23][C:24]([CH3:26])([CH3:25])[CH3:27])[NH:10]3)=[O:30])=[N:48]2)([OH:45])[CH2:43][CH2:44]1)=[O:38])([CH3:35])([CH3:33])[CH3:34], predict the reactants needed to synthesize it. (3) Given the product [CH2:1]([O:8][C:9]1[CH:10]=[C:11]([CH:35]=[CH:36][CH:37]=1)[CH2:12][O:13][C:14]1[C:19]2[CH:20]=[C:21]([C:23]3[N:24]=[C:25]4[N:29]([CH:30]=3)[N:28]=[C:27]([O:42][CH3:41])[S:26]4)[O:22][C:18]=2[C:17]([Cl:32])=[C:16]([O:33][CH3:34])[CH:15]=1)[C:2]1[CH:7]=[CH:6][CH:5]=[CH:4][CH:3]=1, predict the reactants needed to synthesize it. The reactants are: [CH2:1]([O:8][C:9]1[CH:10]=[C:11]([CH:35]=[CH:36][CH:37]=1)[CH2:12][O:13][C:14]1[C:19]2[CH:20]=[C:21]([C:23]3[N:24]=[C:25]4[N:29]([CH:30]=3)[N:28]=[C:27](Br)[S:26]4)[O:22][C:18]=2[C:17]([Cl:32])=[C:16]([O:33][CH3:34])[CH:15]=1)[C:2]1[CH:7]=[CH:6][CH:5]=[CH:4][CH:3]=1.C[O-].[Na+].[C:41](O)(C(F)(F)F)=[O:42]. (4) Given the product [F:1][C:2]([F:8])([F:7])[CH2:3][C:4]([N:28]1[CH2:33][CH2:32][CH2:31][C@@H:30]([NH:34][C:35]2[CH:40]=[CH:39][N:38]=[C:37]([C:41]3[CH:42]=[N:43][N:44]4[CH:49]=[CH:48][C:47]([C:50]#[N:51])=[CH:46][C:45]=34)[N:36]=2)[CH2:29]1)=[O:5], predict the reactants needed to synthesize it. The reactants are: [F:1][C:2]([F:8])([F:7])[CH2:3][C:4](O)=[O:5].F[P-](F)(F)(F)(F)F.C[NH2+]C.C(N(C(C)C)CC)(C)C.[NH:28]1[CH2:33][CH2:32][CH2:31][C@@H:30]([NH:34][C:35]2[CH:40]=[CH:39][N:38]=[C:37]([C:41]3[CH:42]=[N:43][N:44]4[CH:49]=[CH:48][C:47]([C:50]#[N:51])=[CH:46][C:45]=34)[N:36]=2)[CH2:29]1. (5) The reactants are: F[C:2]1[CH:7]=[CH:6][C:5]([S:8]([NH:11][CH3:12])(=[O:10])=[O:9])=[CH:4][C:3]=1[N+:13]([O-:15])=[O:14].[NH:16]1[CH2:21][CH2:20][O:19][CH2:18][CH2:17]1.CCN(C(C)C)C(C)C. Given the product [CH3:12][NH:11][S:8]([C:5]1[CH:6]=[CH:7][C:2]([N:16]2[CH2:21][CH2:20][O:19][CH2:18][CH2:17]2)=[C:3]([N+:13]([O-:15])=[O:14])[CH:4]=1)(=[O:10])=[O:9], predict the reactants needed to synthesize it. (6) Given the product [SH:3][CH2:4][CH2:5][CH:6]([NH:7][C:8](=[O:19])[CH2:9][CH2:10][CH2:11][CH2:12][CH2:13][CH2:14][CH2:15][CH2:16][CH:17]=[CH2:18])[C:2]([NH:7][CH2:8][CH2:9][CH2:10][CH2:11][CH2:12][CH2:13][CH2:14][CH3:15])=[O:1], predict the reactants needed to synthesize it. The reactants are: [O:1]=[C:2]1[CH:6]([NH:7][C:8](=[O:19])[CH2:9][CH2:10][CH2:11][CH2:12][CH2:13][CH2:14][CH2:15][CH2:16][CH:17]=[CH2:18])[CH2:5][CH2:4][S:3]1.[Li+].[Br-]. (7) Given the product [Cl:1][C:2]1[CH:7]=[C:6]([C:8]([F:11])([F:10])[F:9])[CH:5]=[C:4]([Cl:12])[C:3]=1[S:13]([NH:17][C:18]1[CH:22]=[CH:21][S:20][C:19]=1[C:23]([O:25][CH3:26])=[O:24])(=[O:15])=[O:14], predict the reactants needed to synthesize it. The reactants are: [Cl:1][C:2]1[CH:7]=[C:6]([C:8]([F:11])([F:10])[F:9])[CH:5]=[C:4]([Cl:12])[C:3]=1[S:13](Cl)(=[O:15])=[O:14].[NH2:17][C:18]1[CH:22]=[CH:21][S:20][C:19]=1[C:23]([O:25][CH3:26])=[O:24].N1C=CC=CC=1. (8) Given the product [CH:12]([CH:13]1[CH2:18][CH2:17][CH:16]([CH2:19][C:20]#[N:21])[CH2:15][CH2:14]1)=[O:11], predict the reactants needed to synthesize it. The reactants are: C(Cl)(=O)C(Cl)=O.CS(C)=O.[OH:11][CH2:12][CH:13]1[CH2:18][CH2:17][CH:16]([CH2:19][C:20]#[N:21])[CH2:15][CH2:14]1.C(N(CC)CC)C.[Na+].[Cl-]. (9) Given the product [CH:2]([C:3]1[CH:4]=[C:5]([CH:9]([NH:11][C:12](=[O:18])[O:13][C:14]([CH3:17])([CH3:16])[CH3:15])[CH3:10])[CH:6]=[CH:7][CH:8]=1)=[O:1], predict the reactants needed to synthesize it. The reactants are: [OH:1][CH2:2][C:3]1[CH:4]=[C:5]([CH:9]([NH:11][C:12](=[O:18])[O:13][C:14]([CH3:17])([CH3:16])[CH3:15])[CH3:10])[CH:6]=[CH:7][CH:8]=1. (10) Given the product [CH2:9]([NH:13][C@H:14]([CH2:17][CH2:18][CH2:19][CH2:20][CH2:21][CH2:22][CH2:23][CH2:24][CH3:25])[C:15]#[C:16][C:27]#[C:28][C@H:29]([CH:31]1[CH2:33][CH2:32]1)[OH:30])[CH2:10][CH2:11][CH3:12], predict the reactants needed to synthesize it. The reactants are: C(N)CCC.NO.Cl.[CH2:9]([NH:13][C@H:14]([CH2:17][CH2:18][CH2:19][CH2:20][CH2:21][CH2:22][CH2:23][CH2:24][CH3:25])[C:15]#[CH:16])[CH2:10][CH2:11][CH3:12].Br[C:27]#[C:28][C@H:29]([CH:31]1[CH2:33][CH2:32]1)[OH:30].